This data is from Reaction yield outcomes from USPTO patents with 853,638 reactions. The task is: Predict the reaction yield, written as a fraction of the theoretical maximum amount of product (1.0 means a 100% yield; for example, 0.34 means a 34% yield). (1) The reactants are C([O:5][NH:6][C:7]([C:9]1[C:14]([NH:15][C:16]2[CH:21]=[CH:20][C:19]([Br:22])=[CH:18][C:17]=2[F:23])=[C:13]([F:24])[C:12](=[O:25])[N:11]([CH3:26])[CH:10]=1)=[O:8])(C)(C)C.C(O)(C(F)(F)F)=O. No catalyst specified. The product is [OH:5][NH:6][C:7]([C:9]1[C:14]([NH:15][C:16]2[CH:21]=[CH:20][C:19]([Br:22])=[CH:18][C:17]=2[F:23])=[C:13]([F:24])[C:12](=[O:25])[N:11]([CH3:26])[CH:10]=1)=[O:8]. The yield is 0.330. (2) The reactants are [C:1]([O:5][C:6]([N:8]1[CH2:13][CH2:12][NH:11][CH:10]=[C:9]1[C:14]([O:16][CH2:17][CH3:18])=[O:15])=[O:7])([CH3:4])([CH3:3])[CH3:2].O. The catalyst is CC(O)=O.[Pd].[H][H]. The product is [C:1]([O:5][C:6]([N:8]1[CH2:13][CH2:12][NH:11][CH2:10][CH:9]1[C:14]([O:16][CH2:17][CH3:18])=[O:15])=[O:7])([CH3:4])([CH3:3])[CH3:2]. The yield is 0.979. (3) The reactants are N[CH:2]1[CH2:6][N:5](C(CC)C(N)=[O:9])[C:4](=[O:13])[CH2:3]1.CO[C:16]1([O:21][CH3:22])[CH2:20][CH2:19][CH2:18]O1.N1C=CC=CC=1. The catalyst is CC(O)=O. The product is [NH:5]1[CH2:6][CH2:2][CH2:3][C:4]1=[O:13].[O:21]1[CH:22]=[CH:18][C:19]([OH:9])=[CH:20][CH2:16]1. The yield is 0.301. (4) The reactants are [Cl:1][C:2]1[CH:7]=[CH:6][C:5]([C:8]2[C:9]3[CH2:17][NH:16][CH2:15][C:10]=3[N:11]=[C:12]([NH2:14])[N:13]=2)=[C:4]([CH3:18])[CH:3]=1.ClC1C=CC(B(O)O)=C(C)C=1.C(N(CC)CC)C.[CH2:37]([S:40](Cl)(=[O:42])=[O:41])[CH2:38][CH3:39]. The catalyst is C(#N)C. The product is [Cl:1][C:2]1[CH:7]=[CH:6][C:5]([C:8]2[C:9]3[CH2:17][N:16]([S:40]([CH2:37][CH2:38][CH3:39])(=[O:42])=[O:41])[CH2:15][C:10]=3[N:11]=[C:12]([NH2:14])[N:13]=2)=[C:4]([CH3:18])[CH:3]=1. The yield is 0.220. (5) The reactants are [Cl:1][C:2]1[CH:7]=[CH:6][C:5]([C:8]([N:10]=[C:11]=[S:12])=[O:9])=[CH:4][CH:3]=1.[CH3:13][O:14][C:15]1[CH:16]=[C:17]2[C:22](=[CH:23][C:24]=1[O:25][CH3:26])[N:21]=[CH:20][CH:19]=[C:18]2[O:27][C:28]1[CH:34]=[CH:33][C:31]([NH2:32])=[CH:30][C:29]=1[CH3:35].C1(C)C=CC=CC=1. The catalyst is C(O)C. The product is [Cl:1][C:2]1[CH:3]=[CH:4][C:5]([C:8]([NH:10][C:11]([NH:32][C:31]2[CH:33]=[CH:34][C:28]([O:27][C:18]3[C:17]4[C:22](=[CH:23][C:24]([O:25][CH3:26])=[C:15]([O:14][CH3:13])[CH:16]=4)[N:21]=[CH:20][CH:19]=3)=[C:29]([CH3:35])[CH:30]=2)=[S:12])=[O:9])=[CH:6][CH:7]=1. The yield is 0.640.